Dataset: Forward reaction prediction with 1.9M reactions from USPTO patents (1976-2016). Task: Predict the product of the given reaction. Given the reactants [C:1]([O:5][C:6]([N:8]1[CH2:12][CH2:11][C@H:10]([OH:13])[CH2:9]1)=[O:7])([CH3:4])([CH3:3])[CH3:2].CCN(CC)CC.[CH3:21][S:22](Cl)(=[O:24])=[O:23], predict the reaction product. The product is: [C:1]([O:5][C:6]([N:8]1[CH2:12][CH2:11][CH:10]([O:13][S:22]([CH3:21])(=[O:24])=[O:23])[CH2:9]1)=[O:7])([CH3:4])([CH3:2])[CH3:3].